This data is from Catalyst prediction with 721,799 reactions and 888 catalyst types from USPTO. The task is: Predict which catalyst facilitates the given reaction. (1) Reactant: [CH2:1]([S:4](Cl)(=[O:6])=[O:5])[CH2:2]C.[NH2:8][CH2:9][C:10]([C:13]1[CH:18]=[CH:17][C:16]([O:19][CH2:20][C:21]2[CH:26]=[CH:25][CH:24]=[CH:23][CH:22]=2)=[CH:15][CH:14]=1)([OH:12])[CH3:11].[CH2:27]1CCN2C(=NCCC2)CC1. Product: [OH:12][C:10]([C:13]1[CH:18]=[CH:17][C:16]([O:19][CH2:20][C:21]2[CH:26]=[CH:25][CH:24]=[CH:23][CH:22]=2)=[CH:15][CH:14]=1)([CH3:11])[CH2:9][NH:8][S:4]([CH:1]([CH3:2])[CH3:27])(=[O:5])=[O:6]. The catalyst class is: 1. (2) Reactant: [C:1]([O:5][C:6](=[O:19])[CH2:7][CH:8]([NH:12][C:13]([O:15][CH2:16][CH:17]=[CH2:18])=[O:14])[C:9]([OH:11])=O)([CH3:4])([CH3:3])[CH3:2].Cl.[CH3:21][O:22][NH:23][CH3:24].CN1CCOCC1.Cl.CN(C)CCCN=C=NCC. Product: [C:1]([O:5][C:6](=[O:19])[CH2:7][CH:8]([NH:12][C:13]([O:15][CH2:16][CH:17]=[CH2:18])=[O:14])[C:9]([N:23]([O:22][CH3:21])[CH3:24])=[O:11])([CH3:2])([CH3:3])[CH3:4]. The catalyst class is: 2. (3) Reactant: [C:1]([O:5][C:6]([N:8]1[CH2:14][CH2:13][C:12]2[C:15]([S:20][C:21](=O)N(C)C)=[C:16]([Cl:19])[CH:17]=[CH:18][C:11]=2[CH2:10][CH2:9]1)=[O:7])([CH3:4])([CH3:3])[CH3:2].C(OC(N1CCC2C(SC(=O)N(C)C)=C(Cl)C=C(Cl)C=2CC1)=O)(C)(C)C.[OH-].[K+].[Cl-].[NH4+].C1CCN2C(=NCCC2)CC1.[F:67][C:68]1[CH:75]=[CH:74][CH:73]=[CH:72][C:69]=1CBr. Product: [C:1]([O:5][C:6]([N:8]1[CH2:14][CH2:13][C:12]2[C:15]([S:20][CH2:21][C:69]3[CH:72]=[CH:73][CH:74]=[CH:75][C:68]=3[F:67])=[C:16]([Cl:19])[CH:17]=[CH:18][C:11]=2[CH2:10][CH2:9]1)=[O:7])([CH3:4])([CH3:3])[CH3:2]. The catalyst class is: 24. (4) Reactant: [Si]([O:8][CH2:9][CH2:10][C@H:11]([NH2:19])[C:12]1[CH:17]=[CH:16][CH:15]=[CH:14][C:13]=1[F:18])(C(C)(C)C)(C)C.[C:20]1([C:39]2[CH:44]=[CH:43][CH:42]=[CH:41][CH:40]=2)[CH:25]=[CH:24][C:23]([CH:26]2[C:31]3([CH2:34][O:33][CH2:32]3)[O:30][C:29](OC)=[N:28][S:27]2(=[O:38])=[O:37])=[CH:22][CH:21]=1. Product: [C:20]1([C:39]2[CH:44]=[CH:43][CH:42]=[CH:41][CH:40]=2)[CH:25]=[CH:24][C:23]([CH:26]2[C:31]3([CH2:32][O:33][CH2:34]3)[O:30][C:29]([NH:19][C@H:11]([C:12]3[CH:17]=[CH:16][CH:15]=[CH:14][C:13]=3[F:18])[CH2:10][CH2:9][OH:8])=[N:28][S:27]2(=[O:37])=[O:38])=[CH:22][CH:21]=1. The catalyst class is: 4.